This data is from Full USPTO retrosynthesis dataset with 1.9M reactions from patents (1976-2016). The task is: Predict the reactants needed to synthesize the given product. Given the product [Cl:43][C:39]1[S:38][C:37]([S:34](=[O:36])(=[O:35])[NH:33][C:29]([CH2:28][OH:27])([CH3:30])[CH2:31][OH:32])=[CH:41][C:40]=1[NH:42][C:12]([C:11]1[CH:10]=[N:9][N:8]2[C:3]([C:2]([F:26])([F:25])[F:1])=[CH:4][C:5]([C:15]3[CH:20]=[CH:19][C:18]([C:21]([F:24])([F:22])[F:23])=[CH:17][CH:16]=3)=[N:6][C:7]=12)=[O:13], predict the reactants needed to synthesize it. The reactants are: [F:1][C:2]([F:26])([F:25])[C:3]1[N:8]2[N:9]=[CH:10][C:11]([C:12](O)=[O:13])=[C:7]2[N:6]=[C:5]([C:15]2[CH:20]=[CH:19][C:18]([C:21]([F:24])([F:23])[F:22])=[CH:17][CH:16]=2)[CH:4]=1.[OH:27][CH2:28][C:29]([NH:33][S:34]([C:37]1[S:38][C:39]([Cl:43])=[C:40]([NH2:42])[CH:41]=1)(=[O:36])=[O:35])([CH2:31][OH:32])[CH3:30].